This data is from Full USPTO retrosynthesis dataset with 1.9M reactions from patents (1976-2016). The task is: Predict the reactants needed to synthesize the given product. (1) Given the product [CH3:11][N:12]([CH3:16])[CH2:13][C:14]#[C:15][C:2]1[CH:3]=[C:4]2[CH:10]=[CH:9][NH:8][C:5]2=[N:6][CH:7]=1, predict the reactants needed to synthesize it. The reactants are: Br[C:2]1[CH:3]=[C:4]2[CH:10]=[CH:9][NH:8][C:5]2=[N:6][CH:7]=1.[CH3:11][N:12]([CH3:16])[CH2:13][C:14]#[CH:15]. (2) The reactants are: [CH2:1]([C:3]([OH:17])([CH2:15][CH3:16])[CH:4]([NH:7][C:8](=[O:14])[O:9][C:10]([CH3:13])([CH3:12])[CH3:11])[CH2:5][OH:6])[CH3:2].Cl[O-].[Na+].Cl([O-])=[O:22].[Na+].C(O)(=O)CC(CC(O)=O)(C(O)=O)O. Given the product [C:10]([O:9][C:8]([NH:7][CH:4]([C:3]([CH2:15][CH3:16])([OH:17])[CH2:1][CH3:2])[C:5]([OH:22])=[O:6])=[O:14])([CH3:12])([CH3:11])[CH3:13], predict the reactants needed to synthesize it. (3) Given the product [OH:8][C:9]1[CH:10]=[C:11]([C:15]2[CH:16]=[CH:17][C:18](=[O:21])[N:19]([CH2:23][C:24]3[CH:25]=[C:26]([NH:30][C:31](=[O:35])[O:32][CH2:33][CH3:34])[CH:27]=[CH:28][CH:29]=3)[N:20]=2)[CH:12]=[CH:13][CH:14]=1, predict the reactants needed to synthesize it. The reactants are: [Si]([O:8][C:9]1[CH:10]=[C:11]([C:15]2[CH:16]=[CH:17][C:18](=[O:21])[NH:19][N:20]=2)[CH:12]=[CH:13][CH:14]=1)(C(C)(C)C)(C)C.O[CH2:23][C:24]1[CH:25]=[C:26]([NH:30][C:31](=[O:35])[O:32][CH2:33][CH3:34])[CH:27]=[CH:28][CH:29]=1.C1(P(C2C=CC=CC=2)C2C=CC=CC=2)C=CC=CC=1.N(C(OCC)=O)=NC(OCC)=O.[F-].C[N+](C)(C)C.